Dataset: Forward reaction prediction with 1.9M reactions from USPTO patents (1976-2016). Task: Predict the product of the given reaction. (1) Given the reactants [C:1]([O-:4])(=[O:3])[CH3:2].[K+].Br[C:7]1[CH:14]=[CH:13][CH:12]=[CH:11][C:8]=1[CH:9]=[O:10].N#N.Cl[CH2:18][C:19]1[CH:23]=[C:22]([CH3:24])[O:21][N:20]=1, predict the reaction product. The product is: [C:1]([O:4][CH2:18][C:19]1[C:23]([C:7]2[CH:14]=[CH:13][CH:12]=[CH:11][C:8]=2[CH:9]=[O:10])=[C:22]([CH3:24])[O:21][N:20]=1)(=[O:3])[CH3:2]. (2) Given the reactants [O:1]([C:8]1[CH:9]=[C:10]([CH:14]=O)[CH:11]=[N:12][CH:13]=1)[C:2]1[CH:7]=[CH:6][CH:5]=[CH:4][CH:3]=1.[N+:16]([CH3:19])([O-:18])=[O:17].C([O-])(=O)C.[NH4+].[BH4-].[Na+].C(=O)([O-])O.[Na+], predict the reaction product. The product is: [N+:16]([CH2:19][CH2:14][C:10]1[CH:11]=[N:12][CH:13]=[C:8]([O:1][C:2]2[CH:7]=[CH:6][CH:5]=[CH:4][CH:3]=2)[CH:9]=1)([O-:18])=[O:17]. (3) The product is: [CH2:17]([O:16][C:14](=[O:15])[CH2:13][C:10]1[CH:11]=[CH:12][C:7]([C@@H:4]2[CH2:5][CH2:6][C@H:2]([NH:28][C@@H:26]([C:22]3[CH:23]=[CH:24][CH:25]=[C:20]([Cl:19])[CH:21]=3)[CH3:27])[CH2:3]2)=[CH:8][CH:9]=1)[CH3:18]. Given the reactants O=[C:2]1[CH2:6][CH2:5][C@@H:4]([C:7]2[CH:12]=[CH:11][C:10]([CH2:13][C:14]([O:16][CH2:17][CH3:18])=[O:15])=[CH:9][CH:8]=2)[CH2:3]1.[Cl:19][C:20]1[CH:21]=[C:22]([C@H:26]([NH2:28])[CH3:27])[CH:23]=[CH:24][CH:25]=1.[BH-](OC(C)=O)(OC(C)=O)OC(C)=O.[Na+], predict the reaction product. (4) The product is: [F:23][C:21]1[CH:22]=[C:17]([CH:16]2[NH:35][C:33]([O:32][CH3:31])=[N:34][C:1]([CH2:2][CH3:3])=[C:5]2[C:6]([O:8][CH2:9][C:10]2[CH:11]=[CH:12][CH:13]=[CH:14][CH:15]=2)=[O:7])[CH:18]=[CH:19][C:20]=1[F:24]. Given the reactants [C:1]([C:5](=[CH:16][C:17]1[CH:22]=[C:21]([F:23])[C:20]([F:24])=[C:19](F)[CH:18]=1)[C:6]([O:8][CH2:9][C:10]1[CH:15]=[CH:14][CH:13]=[CH:12][CH:11]=1)=[O:7])(=O)[CH2:2][CH3:3].S(O)(O)(=O)=O.[CH3:31][O:32][C:33](=[NH:35])[NH2:34].C([O-])(O)=O.[Na+], predict the reaction product. (5) Given the reactants Br[C:2]1[N:6]2[CH2:7][C:8]3([C:15]4[CH:20]=[CH:19][C:18]([O:21][CH3:22])=[CH:17][CH:16]=4)[NH:14][CH2:13][CH2:12][N:9]3[C:10](=[O:11])[C:5]2=[CH:4][CH:3]=1.[CH2:23](Cl)Cl.CB1OB(C)OB(C)O1.C1COCC1.[F-].[K+], predict the reaction product. The product is: [CH3:22][O:21][C:18]1[CH:19]=[CH:20][C:15]([C:8]23[NH:14][CH2:13][CH2:12][N:9]2[C:10](=[O:11])[C:5]2[N:6]([C:2]([CH3:23])=[CH:3][CH:4]=2)[CH2:7]3)=[CH:16][CH:17]=1. (6) The product is: [CH:3]1[C:4]2[C:9](=[CH:8][CH:7]=[CH:6][CH:5]=2)[CH:10]=[CH:11][C:2]=1[O:30][C:29]1[CH:36]=[CH:35][CH:34]=[C:32]([O:33][C:13]2[CH:18]=[CH:40][C:39]3[C:15](=[CH:16][CH:17]=[CH:43][CH:38]=3)[CH:14]=2)[CH:31]=1. Given the reactants Br[C:2]1[CH:11]=[CH:10][C:9]2[C:4](=[CH:5][CH:6]=[CH:7][CH:8]=2)[CH:3]=1.N1[CH:17]=[CH:16][CH:15]=[CH:14][C:13]=1[C:18](O)=O.P([O-])([O-])([O-])=O.[K+].[K+].[K+].[C:29]1([CH:36]=[CH:35][CH:34]=[C:32]([OH:33])[CH:31]=1)[OH:30].N.[C:38]1(C)[CH:43]=CC=[CH:40][CH:39]=1, predict the reaction product. (7) Given the reactants [F:1][C:2]([F:30])([CH2:28][OH:29])[CH2:3][N:4]1[C:8]([C:9]2[CH:14]=[CH:13][C:12]([F:15])=[CH:11][CH:10]=2)=[C:7]([C:16]2[CH:17]=[CH:18][C:19]3[O:24][CH2:23][C:22](=[O:25])[NH:21][C:20]=3[CH:26]=2)[C:6]([CH3:27])=[N:5]1.[CH2:31]([O:38][C:39](=[O:53])[CH2:40][C@H:41]([NH:45][C:46]([O:48][C:49]([CH3:52])([CH3:51])[CH3:50])=[O:47])[C:42](O)=[O:43])[C:32]1[CH:37]=[CH:36][CH:35]=[CH:34][CH:33]=1.CCN=C=NCCCN(C)C.C([O-])(O)=O.[Na+], predict the reaction product. The product is: [C:49]([O:48][C:46]([NH:45][C@H:41]([C:42]([O:29][CH2:28][C:2]([F:1])([F:30])[CH2:3][N:4]1[C:8]([C:9]2[CH:10]=[CH:11][C:12]([F:15])=[CH:13][CH:14]=2)=[C:7]([C:16]2[CH:17]=[CH:18][C:19]3[O:24][CH2:23][C:22](=[O:25])[NH:21][C:20]=3[CH:26]=2)[C:6]([CH3:27])=[N:5]1)=[O:43])[CH2:40][C:39]([O:38][CH2:31][C:32]1[CH:33]=[CH:34][CH:35]=[CH:36][CH:37]=1)=[O:53])=[O:47])([CH3:51])([CH3:52])[CH3:50]. (8) Given the reactants [CH2:1]([O:12][C:13]1[S:14][CH:15]=[CH:16][CH:17]=1)[CH2:2][CH2:3][CH2:4][CH2:5][CH2:6][CH2:7][CH2:8][CH2:9][CH2:10][CH3:11].[Li]CCCC.[CH3:23][Sn:24](Cl)([CH3:26])[CH3:25], predict the reaction product. The product is: [CH2:1]([O:12][C:13]1[S:14][C:15]([Sn:24]([CH3:26])([CH3:25])[CH3:23])=[CH:16][CH:17]=1)[CH2:2][CH2:3][CH2:4][CH2:5][CH2:6][CH2:7][CH2:8][CH2:9][CH2:10][CH3:11]. (9) Given the reactants Cl[C:2]1[C:3]2[N:10]=[C:9]([CH2:11][C:12]3[C:17]([Cl:18])=[CH:16][CH:15]=[CH:14][C:13]=3[Cl:19])[S:8][C:4]=2[N:5]=[CH:6][N:7]=1.[F:20][C:21]([F:29])([F:28])[C:22]1[S:26][C:25]([NH2:27])=[N:24][N:23]=1.[H-].[Na+].O, predict the reaction product. The product is: [Cl:19][C:13]1[CH:14]=[CH:15][CH:16]=[C:17]([Cl:18])[C:12]=1[CH2:11][C:9]1[S:8][C:4]2[N:5]=[CH:6][N:7]=[C:2]([NH:27][C:25]3[S:26][C:22]([C:21]([F:29])([F:28])[F:20])=[N:23][N:24]=3)[C:3]=2[N:10]=1.